Predict the reactants needed to synthesize the given product. From a dataset of Full USPTO retrosynthesis dataset with 1.9M reactions from patents (1976-2016). (1) Given the product [NH2:8][C:9]1[C:10]([C:16]([NH:7][C:5]2[CH:4]=[N:3][N:2]([CH3:1])[CH:6]=2)=[O:17])=[N:11][C:12]([Br:15])=[CH:13][CH:14]=1, predict the reactants needed to synthesize it. The reactants are: [CH3:1][N:2]1[CH:6]=[C:5]([NH2:7])[CH:4]=[N:3]1.[NH2:8][C:9]1[C:10]([C:16](O)=[O:17])=[N:11][C:12]([Br:15])=[CH:13][CH:14]=1.C1CN([P+](ON2N=NC3C=CC=CC2=3)(N2CCCC2)N2CCCC2)CC1.F[P-](F)(F)(F)(F)F.C(N(C(C)C)CC)(C)C. (2) Given the product [C:1]1([C:22]2[CH:27]=[CH:26][CH:25]=[CH:24][CH:23]=2)[CH:6]=[CH:5][CH:4]=[CH:3][C:2]=1[NH:7][C:8](=[O:9])[OH:10], predict the reactants needed to synthesize it. The reactants are: [C:1]1([C:22]2[CH:27]=[CH:26][CH:25]=[CH:24][CH:23]=2)[CH:6]=[CH:5][CH:4]=[CH:3][C:2]=1[NH:7][C:8]([O:10]C1CCN(CCC(O)=O)CC1)=[O:9].NCCCCCN(CC1C=CC=CC=1)C[C@@H](C1C=CC(OCC2C=CC=CC=2)=C2C=1C=CC(=O)N2)O[Si](C(C)(C)C)(C)C.C(N(C(C)C)CC)(C)C.C1CN([P+](ON2N=NC3C=CC=CC2=3)(N2CCCC2)N2CCCC2)CC1.F[P-](F)(F)(F)(F)F.Cl. (3) Given the product [F:14][C:15]1[C:20]([F:21])=[CH:19][CH:18]=[CH:17][C:16]=1[C:22]1[CH:23]=[N:24][O:25][C:26]=1[C:27]1[C:35]2[C:30](=[N:31][CH:32]=[C:33]([C:36]3[CH2:41][CH2:40][CH:39]([N:42]4[CH2:2][CH2:1][O:7][CH2:6][CH2:4]4)[CH2:38][CH:37]=3)[CH:34]=2)[NH:29][CH:28]=1, predict the reactants needed to synthesize it. The reactants are: [CH2:1]1[O:7][CH2:6][C@@H:4](O)[C@H:2]1O.I([O-])(=O)(=O)=O.[Na+].[F:14][C:15]1[C:20]([F:21])=[CH:19][CH:18]=[CH:17][C:16]=1[C:22]1[CH:23]=[N:24][O:25][C:26]=1[C:27]1[C:35]2[C:30](=[N:31][CH:32]=[C:33]([C:36]3[CH2:41][CH2:40][CH:39]([NH2:42])[CH2:38][CH:37]=3)[CH:34]=2)[NH:29][CH:28]=1.C([BH3-])#N.[Na+].C(O)(C(F)(F)F)=O.